This data is from Experimentally validated miRNA-target interactions with 360,000+ pairs, plus equal number of negative samples. The task is: Binary Classification. Given a miRNA mature sequence and a target amino acid sequence, predict their likelihood of interaction. (1) The miRNA is hsa-miR-6747-3p with sequence UCCUGCCUUCCUCUGCACCAG. The protein sequence of the target gene is MFHQIWAALLYFYGIILNSIYQCPEHSQLTTLGVDGKEFPEVHLGQWYFIAGAAPTKEELATFDPVDNIVFNMAAGSAPMQLHLRATIRMKDGLCVPRKWIYHLTEGSTDLRTEGRPDMKTELFSSSCPGGIMLNETGQGYQRFLLYNRSPHPPEKCVEEFKSLTSCLDSKAFLLTPRNQEACELSNN. Result: 0 (no interaction). (2) The miRNA is hsa-miR-486-3p with sequence CGGGGCAGCUCAGUACAGGAU. The protein sequence of the target gene is MSLTSWFLVSSGGTRHRLPREMIFVGRDDCELMLQSRSVDKQHAVINYDASMDEHLVKDLGSLNGTFVNDVRIPEQTYITLKLEDKLRFGYDTNLFTVVRGEMRVPEEALKHEKFTIQLQLSQKSSESELPKSASAKGTDSKVEAAAEVQPRATEALKSEEKPMDVSAMPRGTPLYGQPSWWGDAEEDEQRAFKANGKPEGKSQEAGASGCSTEAKHVEGQSAAASEEALFPFCREPSYFEIPTKEFQQPSQIAESTIHEIPTKDTPSSHTAGAGHASFTIEFDDSTPGKVTIRDHVTKF.... Result: 0 (no interaction). (3) The protein sequence of the target gene is MDSYLLMWGLLTFIMVPGCQAELCDDDPPEIPHATFKAMAYKEGTMLNCECKRGFRRIKSGSLYMLCTGNSSHSSWDNQCQCTSSATRNTTKQVTPQPEEQKERKTTEMQSPMQPVDQASLPGHCREPPPWENEATERIYHFVVGQMVYYQCVQGYRALHRGPAESVCKMTHGKTRWTQPQLICTGEMETSQFPGEEKPQASPEGRPESETSCLVTTTDFQIQTEMAATMETSIFTTEYQVAVAGCVFLLISVLLLSGLTWQRRQRKSRRTI. The miRNA is cel-miR-245-3p with sequence AUUGGUCCCCUCCAAGUAGCUC. Result: 0 (no interaction). (4) The miRNA is hsa-miR-4667-3p with sequence UCCCUCCUUCUGUCCCCACAG. The protein sequence of the target gene is MPRGQKSKLRAREKRRQARGGLEDLIDALDILEEEEESPPSASACLKDVFQSSLDGASNNPHGLREAQSTSTSATAASHTRHPEGVNDQMEERPICTQDLEATDSFPRGPVDEKVIILVHYLLYKYQMKEPITKADMLRNVTQMSKSQFPVILSRASEHLELIFGLDLKEVEPNKHIYVLVNKLDLGCDAKLSDETGVPKTGLLMTVLGIIFTNGNCVAEEEVWKVFNTMGLYDGIEHFMFGEPRKLLTKDLVKENYLEYQQVPNSDPPRYQFLWGPRAHAETSKMKVLEFLAKVNDTAP.... Result: 1 (interaction). (5) The miRNA is hsa-miR-6501-3p with sequence CCAGAGCAGCCUGCGGUAACAGU. The protein sequence of the target gene is MAPVKKLVVKGGKKKKQVLKFTLDCTHPVEDGIMDAANFEQFLQERIKVNGKAGNLGGGVVTIERSKSKITVTSEVPFSKRYLKYLTKKYLKKNNLRDWLRVVANSKESYELRYFQINQDEEEEEDED. Result: 1 (interaction).